Task: Predict the reactants needed to synthesize the given product.. Dataset: Full USPTO retrosynthesis dataset with 1.9M reactions from patents (1976-2016) (1) Given the product [CH3:36][O:35][CH2:34][CH2:33][N:10]1[C:11]2[C:12](=[C:13]3[CH:19]=[CH:18][NH:17][C:14]3=[N:15][CH:16]=2)[N:8]([C@H:3]2[CH2:4][CH2:5][CH2:6][CH2:7][C@H:2]2[CH3:1])[C:9]1=[O:20], predict the reactants needed to synthesize it. The reactants are: [CH3:1][C@@H:2]1[CH2:7][CH2:6][CH2:5][CH2:4][C@@H:3]1[N:8]1[C:12]2=[C:13]3[CH:19]=[CH:18][NH:17][C:14]3=[N:15][CH:16]=[C:11]2[NH:10][C:9]1=[O:20].N12CCCN=C1CCCCC2.Br[CH2:33][CH2:34][O:35][CH3:36].O. (2) Given the product [CH:1]1([CH:7]([NH:26][C:27]2[CH:32]=[CH:31][C:30]([C:33]([NH:35][CH2:36][CH2:37][C:38]([OH:40])=[O:39])=[O:34])=[CH:29][CH:28]=2)[C:8]2[O:9][C:10]3[CH:17]=[CH:16][C:15]([O:18][CH2:19][CH2:20][CH2:21][S:22]([CH3:25])(=[O:23])=[O:24])=[CH:14][C:11]=3[C:12]=2[CH3:13])[CH2:2][CH2:3][CH2:4][CH2:5][CH2:6]1, predict the reactants needed to synthesize it. The reactants are: [CH:1]1([CH:7]([NH:26][C:27]2[CH:32]=[CH:31][C:30]([C:33]([NH:35][CH2:36][CH2:37][C:38]([O:40]CC)=[O:39])=[O:34])=[CH:29][CH:28]=2)[C:8]2[O:9][C:10]3[CH:17]=[CH:16][C:15]([O:18][CH2:19][CH2:20][CH2:21][S:22]([CH3:25])(=[O:24])=[O:23])=[CH:14][C:11]=3[C:12]=2[CH3:13])[CH2:6][CH2:5][CH2:4][CH2:3][CH2:2]1.[OH-].[Na+]. (3) Given the product [Cl:10][C:7]1[S:6][C:5](=[N:4][C:1](=[O:3])[CH3:2])[N:9]([CH2:16][CH2:15][O:14][CH3:13])[CH:8]=1, predict the reactants needed to synthesize it. The reactants are: [C:1]([NH:4][C:5]1[S:6][C:7]([Cl:10])=[CH:8][N:9]=1)(=[O:3])[CH3:2].[H-].[Na+].[CH3:13][O:14][CH2:15][CH2:16]Br. (4) Given the product [CH3:37][CH:36]([CH3:38])[CH2:35][C@@H:34]([NH:33][C:31](=[O:32])[O:30][C:26]([CH3:29])([CH3:28])[CH3:27])[C:39](=[O:40])[NH:1][CH:2]1[CH2:11][C:10]2[C:5](=[C:6]([N:12]3[CH2:16][CH2:15][CH2:14][C:13]3=[O:17])[CH:7]=[CH:8][CH:9]=2)[N:4]([CH2:18][C:19]2[CH:23]=[CH:22][S:21][CH:20]=2)[C:3]1=[O:24], predict the reactants needed to synthesize it. The reactants are: [NH2:1][CH:2]1[CH2:11][C:10]2[C:5](=[C:6]([N:12]3[CH2:16][CH2:15][CH2:14][C:13]3=[O:17])[CH:7]=[CH:8][CH:9]=2)[N:4]([CH2:18][C:19]2[CH:23]=[CH:22][S:21][CH:20]=2)[C:3]1=[O:24].O.[C:26]([O:30][C:31]([NH:33][C@@H:34]([C:39](O)=[O:40])[CH2:35][CH:36]([CH3:38])[CH3:37])=[O:32])([CH3:29])([CH3:28])[CH3:27].ON1C2C=CC=CC=2N=N1.Cl.C(N=C=NCCCN(C)C)C. (5) The reactants are: C([N+](CCCC)(CCCC)CCCC)CCC.[P:18]([O:22][CH2:23][C@@H:24]1[C@@H:28]([O:29][P:30]([O:33][CH2:34][C@@H:35]2[C@@H:39]([OH:40])[C@@H:38]([OH:41])[C@H:37]([N:42]3[CH:50]=[N:49][C:48]4[C:43]3=[N:44][CH:45]=[N:46][C:47]=4[NH2:51])[O:36]2)([OH:32])=[O:31])[CH2:27][C@H:26]([N:52]2[CH:57]=[CH:56][C:55]([NH2:58])=[N:54][C:53]2=[O:59])[O:25]1)([OH:21])([OH:20])=[O:19].[N:60]([CH2:63][CH2:64][CH2:65][CH2:66][C@H:67]([NH:74][C:75]([O:77][C:78]([CH3:81])([CH3:80])[CH3:79])=[O:76])[C:68](OCC#N)=[O:69])=[N+:61]=[N-:62]. Given the product [N:60]([CH2:63][CH2:64][CH2:65][CH2:66][C@@H:67]([NH:74][C:75]([O:77][C:78]([CH3:81])([CH3:80])[CH3:79])=[O:76])[C:68]([O:40][C@H:39]1[C@@H:38]([OH:41])[C@H:37]([N:42]2[CH:50]=[N:49][C:48]3[C:43]2=[N:44][CH:45]=[N:46][C:47]=3[NH2:51])[O:36][C@H:35]1[CH2:34][O:33][P:30]([O:29][C@H:28]1[CH2:27][C@H:26]([N:52]2[CH:57]=[CH:56][C:55]([NH2:58])=[N:54][C:53]2=[O:59])[O:25][C@@H:24]1[CH2:23][O:22][P:18]([OH:21])([OH:20])=[O:19])([OH:32])=[O:31])=[O:69])=[N+:61]=[N-:62], predict the reactants needed to synthesize it. (6) Given the product [CH3:1][O:2][C:3]([C:4]1[C:7]2[CH:12]=[C:11]([Cl:13])[CH:10]=[CH:9][C:8]=2[O:14][C:15]2[CH:20]=[CH:19][CH:18]=[CH:17][C:16]=2[CH:5]=1)=[O:21], predict the reactants needed to synthesize it. The reactants are: [CH3:1][O:2][C:3](=[O:21])[C:4]([C:7]1[CH:12]=[C:11]([Cl:13])[CH:10]=[CH:9][C:8]=1[O:14][C:15]1[CH:20]=[CH:19][CH:18]=[CH:17][CH:16]=1)=[CH:5]O.CCCCCC.C1(C)C=CC=CC=1. (7) Given the product [CH3:1][N:2]1[C:9](=[O:10])[CH2:8][CH2:7][C@H:3]1[C:4]([NH:52][CH2:51][C:41]1[C:50]2[C:45](=[CH:46][CH:47]=[CH:48][CH:49]=2)[CH:44]=[CH:43][CH:42]=1)=[O:6], predict the reactants needed to synthesize it. The reactants are: [CH3:1][N:2]1[C:9](=[O:10])[CH2:8][CH2:7][C@H:3]1[C:4]([OH:6])=O.Cl.CN(C)CCCN=C=NCC.ON1C2C=CC=CC=2N=N1.C(N1CCOCC1)C.[C:41]1([CH2:51][NH2:52])[C:50]2[C:45](=[CH:46][CH:47]=[CH:48][CH:49]=2)[CH:44]=[CH:43][CH:42]=1. (8) Given the product [Cl:10][C:5]1[CH:6]=[C:7]([C:2]([C:19]#[C:18][C:13]2[CH:14]=[CH:15][CH:16]=[CH:17][C:12]=2[Cl:11])=[CH:3][N:4]=1)[CH:8]=[O:9], predict the reactants needed to synthesize it. The reactants are: Br[C:2]1[C:7]([CH:8]=[O:9])=[CH:6][C:5]([Cl:10])=[N:4][CH:3]=1.[Cl:11][C:12]1[CH:17]=[CH:16][CH:15]=[CH:14][C:13]=1[C:18]#[CH:19].C(N(CC)C(C)C)(C)C.